Dataset: HIV replication inhibition screening data with 41,000+ compounds from the AIDS Antiviral Screen. Task: Binary Classification. Given a drug SMILES string, predict its activity (active/inactive) in a high-throughput screening assay against a specified biological target. (1) The molecule is COc1ccc(NC(=O)CC(=O)N2N=C(N(CCC#N)c3ccc(Cl)cc3)CC2c2ccccc2)cc1. The result is 0 (inactive). (2) The compound is COc1ccc(C2Oc3ccccc3C(=O)C2N)cc1. The result is 0 (inactive). (3) The drug is CS(=O)(=O)CS(=O)(=O)OCCCl. The result is 0 (inactive). (4) The molecule is COc1cc(=O)n2c3ccccc3n(C)c2c1C#N. The result is 0 (inactive). (5) The drug is CCOC(=O)c1cn(-c2ccc([N+](=O)[O-])cc2)c(=S)n2c1nc1ccccc12. The result is 0 (inactive). (6) The result is 0 (inactive). The compound is COc1ccc(NC(=S)NN=C2C(=O)Nc3c(Cl)cc(Cl)cc32)cc1. (7) The compound is CC1CCC2(CC1)CC(=O)N(N1CCOCC1)C(=O)C2. The result is 0 (inactive). (8) The drug is CC(C)=CC1CC(=O)C1(C)Sc1ccccc1. The result is 0 (inactive).